From a dataset of Forward reaction prediction with 1.9M reactions from USPTO patents (1976-2016). Predict the product of the given reaction. (1) Given the reactants [Cl:1][C:2]1[CH:3]=[C:4]([N:8]2[C:12]([C:13]3[CH:18]=[C:17]([C:19]([F:22])([F:21])[F:20])[CH:16]=[C:15]([F:23])[CH:14]=3)=[CH:11][C:10]([C:24]([O:26]CC)=[O:25])=[N:9]2)[CH:5]=[CH:6][CH:7]=1.ClC1C=C(N2C(C3C=C(F)C=C(Cl)C=3)=CC(C(O)=O)=N2)C=CC=1F, predict the reaction product. The product is: [Cl:1][C:2]1[CH:3]=[C:4]([N:8]2[C:12]([C:13]3[CH:18]=[C:17]([C:19]([F:22])([F:21])[F:20])[CH:16]=[C:15]([F:23])[CH:14]=3)=[CH:11][C:10]([C:24]([OH:26])=[O:25])=[N:9]2)[CH:5]=[CH:6][CH:7]=1. (2) The product is: [CH3:1][C@H:2]1[C@H:7]([CH3:8])[N:6]2[C:9]3[N:15]=[C:14]([C:16]([OH:18])=[O:17])[CH:13]=[CH:12][C:10]=3[CH:11]=[C:5]2[C:4](=[O:21])[NH:3]1. Given the reactants [CH3:1][C@H:2]1[C@H:7]([CH3:8])[N:6]2[C:9]3[N:15]=[C:14]([C:16]([O:18]CC)=[O:17])[CH:13]=[CH:12][C:10]=3[CH:11]=[C:5]2[C:4](=[O:21])[NH:3]1.[OH-].[Na+], predict the reaction product. (3) The product is: [Br:1][C:2]1[CH:3]=[C:4]([CH:8]([N:16]([CH3:17])[C:29](=[O:31])[CH2:28][N:24]2[C:23]3[CH:32]=[C:19]([Cl:18])[C:20]([Cl:33])=[CH:21][C:22]=3[O:27][CH2:26][C:25]2=[O:44])[CH2:9][N:10]2[CH2:15][CH2:14][O:13][CH2:12][CH2:11]2)[CH:5]=[CH:6][CH:7]=1. Given the reactants [Br:1][C:2]1[CH:3]=[C:4]([CH:8]([NH:16][CH3:17])[CH2:9][N:10]2[CH2:15][CH2:14][O:13][CH2:12][CH2:11]2)[CH:5]=[CH:6][CH:7]=1.[Cl:18][C:19]1[C:20]([Cl:33])=[CH:21][C:22]2[O:27][CH2:26][CH2:25][N:24]([CH2:28][C:29]([OH:31])=O)[C:23]=2[CH:32]=1.CN([P+]([O:44]N1N=NC2C=CC=CC1=2)(N(C)C)N(C)C)C.F[P-](F)(F)(F)(F)F.C(N(CC)CC)C, predict the reaction product. (4) Given the reactants [Br:1][C:2]1[N:7]=[C:6]([CH:8]([C:10]2[C:11]([Cl:17])=[N:12][C:13]([Cl:16])=[N:14][CH:15]=2)[OH:9])[CH:5]=[CH:4][CH:3]=1.C([O-])(O)=O.[Na+].CC1(C)N([O])C(C)(C)CCC1.[O-]Cl.[Na+], predict the reaction product. The product is: [Br:1][C:2]1[N:7]=[C:6]([C:8]([C:10]2[C:11]([Cl:17])=[N:12][C:13]([Cl:16])=[N:14][CH:15]=2)=[O:9])[CH:5]=[CH:4][CH:3]=1.